This data is from Forward reaction prediction with 1.9M reactions from USPTO patents (1976-2016). The task is: Predict the product of the given reaction. (1) Given the reactants [N:1]1([S:7]([C:10]2[CH:17]=[CH:16][C:13]([CH2:14][NH2:15])=[CH:12][CH:11]=2)(=[O:9])=[O:8])[CH2:6][CH2:5][CH2:4][CH2:3][CH2:2]1.[NH:18]1[C:26]2[C:21](=[N:22][CH:23]=[C:24]([C:27](O)=[O:28])[CH:25]=2)[CH:20]=[N:19]1.C1C=CC2N(O)N=NC=2C=1.CCN=C=NCCCN(C)C.CCN(C(C)C)C(C)C, predict the reaction product. The product is: [N:1]1([S:7]([C:10]2[CH:17]=[CH:16][C:13]([CH2:14][NH:15][C:27]([C:24]3[CH:25]=[C:26]4[NH:18][N:19]=[CH:20][C:21]4=[N:22][CH:23]=3)=[O:28])=[CH:12][CH:11]=2)(=[O:9])=[O:8])[CH2:2][CH2:3][CH2:4][CH2:5][CH2:6]1. (2) Given the reactants [CH3:1][O:2][C:3]1[CH:8]=[CH:7][C:6]([N:9]=[C:10]=[S:11])=[CH:5][CH:4]=1.Cl.[O-:13][Mn](=O)(=O)=O.[K+].[CH2:19]([N:21]=[C:22]=[O:23])[CH3:20], predict the reaction product. The product is: [CH2:19]([N:21]1[C:22](=[O:23])[N:9]([C:6]2[CH:5]=[CH:4][C:3]([O:2][CH3:1])=[CH:8][CH:7]=2)[C:10](=[O:13])[S:11]1)[CH3:20].